Dataset: Reaction yield outcomes from USPTO patents with 853,638 reactions. Task: Predict the reaction yield, written as a fraction of the theoretical maximum amount of product (1.0 means a 100% yield; for example, 0.34 means a 34% yield). (1) The catalyst is COCCO. The yield is 0.630. The reactants are [CH3:1][C:2]1[C:16](=[O:17])[N:15]=[C:14]2[N:4]([C@@H:5]3[O:9][C@H:8]([CH2:10][OH:11])[C@@H:7]([OH:12])[C@@H:6]3[O:13]2)[CH:3]=1.[CH3:18][O:19][CH2:20][CH2:21][O:22]B([O:22][CH2:21][CH2:20][O:19][CH3:18])[O:22][CH2:21][CH2:20][O:19][CH3:18]. The product is [CH3:18][O:19][CH2:20][CH2:21][O:22][C@@H:6]1[C@H:7]([OH:12])[C@@H:8]([CH2:10][OH:11])[O:9][C@H:5]1[N:4]1[CH:3]=[C:2]([CH3:1])[C:16](=[O:17])[NH:15][C:14]1=[O:13]. (2) The reactants are [S:1](=[O:39])(=[O:38])([O:3][CH2:4][C@@H:5]1[CH2:9][C@@H:8]([O:10][C:11]2[CH:16]=[CH:15][N:14]=[C:13]([NH:17][C@@H:18]3[C:26]4[C:21](=[CH:22][C:23]([Cl:27])=[CH:24][CH:25]=4)[C:20]([CH3:29])([CH3:28])[CH2:19]3)[CH:12]=2)[CH2:7][C@@H:6]1[O:30][Si](C(C)(C)C)(C)C)[NH2:2]. The catalyst is Cl.C(O)C. The product is [S:1](=[O:39])(=[O:38])([O:3][CH2:4][C@@H:5]1[CH2:9][C@@H:8]([O:10][C:11]2[CH:16]=[CH:15][N:14]=[C:13]([NH:17][C@@H:18]3[C:26]4[C:21](=[CH:22][C:23]([Cl:27])=[CH:24][CH:25]=4)[C:20]([CH3:28])([CH3:29])[CH2:19]3)[CH:12]=2)[CH2:7][C@@H:6]1[OH:30])[NH2:2]. The yield is 0.710. (3) The reactants are [Cl:1][C:2]1[C:3]([O:12][C:13]([F:16])([F:15])[F:14])=[CH:4][C:5]([N+:9]([O-])=O)=[C:6]([NH2:8])[CH:7]=1.S(S([O-])=O)([O-])=O.[Na+].[Na+].[CH:25](OC)(OC)OC.CN(C=O)C. The catalyst is C(O)(=O)C. The product is [Cl:1][C:2]1[C:3]([O:12][C:13]([F:16])([F:15])[F:14])=[CH:4][C:5]2[N:9]=[CH:25][NH:8][C:6]=2[CH:7]=1. The yield is 0.780. (4) The reactants are [Cl:1][C:2]1[CH:3]=[CH:4][C:5]([CH3:16])=[C:6]([C:8](=[O:15])[CH2:9][C:10]([O:12][CH2:13][CH3:14])=[O:11])[CH:7]=1.CO[CH:19](OC)[N:20]([CH3:22])[CH3:21]. No catalyst specified. The product is [Cl:1][C:2]1[CH:3]=[CH:4][C:5]([CH3:16])=[C:6]([CH:7]=1)[C:8]([C:9](=[CH:19][N:20]([CH3:22])[CH3:21])[C:10]([O:12][CH2:13][CH3:14])=[O:11])=[O:15]. The yield is 0.340. (5) The reactants are [S:1]1[C:5]2[CH:6]=[CH:7][CH:8]=[CH:9][C:4]=2[N:3]=[C:2]1[NH:10][C@H:11]1[CH2:14][C@H:13]([NH:15][C:16]2[C:21](I)=[CH:20][N:19]=[CH:18][N:17]=2)[CH2:12]1.C([O-])(=O)C.[Cs+].[NH3:28]. The catalyst is CS(C)=O.[Cu]. The product is [S:1]1[C:5]2[CH:6]=[CH:7][CH:8]=[CH:9][C:4]=2[N:3]=[C:2]1[NH:10][C@H:11]1[CH2:14][C@H:13]([NH:15][C:16]2[C:21]([NH2:28])=[CH:20][N:19]=[CH:18][N:17]=2)[CH2:12]1. The yield is 0.344. (6) The reactants are [Cl:1][C:2]1[CH:7]=[CH:6][C:5]([NH:8][C:9]([CH3:16])([CH3:15])[C:10](OCC)=O)=[CH:4][CH:3]=1.[OH-:17].[Na+].C1[CH2:23][O:22]CC1. The catalyst is CO. The product is [Cl:1][C:2]1[CH:3]=[CH:4][C:5]([NH:8][C:9]([CH3:15])([CH3:16])[CH2:10][C:23]([OH:22])=[O:17])=[CH:6][CH:7]=1. The yield is 0.910. (7) The reactants are [OH:1][C:2]1[CH:3]=[C:4]([C:9]2([C:12]([OH:14])=[O:13])[CH2:11][CH2:10]2)[CH:5]=[CH:6][C:7]=1[OH:8].[CH3:15]C1C=CC(S(O)(=O)=O)=CC=1. The catalyst is CO. The product is [OH:1][C:2]1[CH:3]=[C:4]([C:9]2([C:12]([O:14][CH3:15])=[O:13])[CH2:11][CH2:10]2)[CH:5]=[CH:6][C:7]=1[OH:8]. The yield is 0.910.